From a dataset of Forward reaction prediction with 1.9M reactions from USPTO patents (1976-2016). Predict the product of the given reaction. (1) Given the reactants C1(C)C=CC=CC=1.C(=O)([O-])[O-].[Na+].[Na+].Br[C:15]1[CH:16]=[C:17]([CH:25]=[CH:26][CH:27]=1)[O:18][CH2:19][C:20]([O:22]CC)=[O:21].[CH3:28][O:29][C:30]1[CH:35]=[CH:34][CH:33]=[CH:32][C:31]=1B(O)O, predict the reaction product. The product is: [CH3:28][O:29][C:30]1[CH:35]=[CH:34][CH:33]=[CH:32][C:31]=1[C:15]1[CH:27]=[CH:26][CH:25]=[C:17]([O:18][CH2:19][C:20]([OH:22])=[O:21])[CH:16]=1. (2) Given the reactants [CH3:1][O:2][CH2:3][CH2:4][N:5]([CH2:22][C:23]1[CH:35]=[CH:34][C:26]([O:27][CH2:28][C:29]([O:31]CC)=[O:30])=[C:25]([CH3:36])[CH:24]=1)[C:6]1[N:11]=[C:10]([C:12]2[CH:17]=[CH:16][C:15]([C:18]([F:21])([F:20])[F:19])=[CH:14][CH:13]=2)[CH:9]=[CH:8][N:7]=1.[OH-].[Na+], predict the reaction product. The product is: [CH3:1][O:2][CH2:3][CH2:4][N:5]([CH2:22][C:23]1[CH:35]=[CH:34][C:26]([O:27][CH2:28][C:29]([OH:31])=[O:30])=[C:25]([CH3:36])[CH:24]=1)[C:6]1[N:11]=[C:10]([C:12]2[CH:13]=[CH:14][C:15]([C:18]([F:21])([F:20])[F:19])=[CH:16][CH:17]=2)[CH:9]=[CH:8][N:7]=1. (3) Given the reactants [CH2:1]([O:8][C:9]1[CH:14]=[C:13]([CH:15]=C)[CH:12]=[CH:11][C:10]=1[N:17]1[S:21](=[O:23])(=[O:22])[N:20]([CH2:24][CH2:25][Si:26]([CH3:29])([CH3:28])[CH3:27])[C:19](=[O:30])[CH2:18]1)[C:2]1[CH:7]=[CH:6][CH:5]=[CH:4][CH:3]=1.C1C[O:34]CC1.CC(O)(C)C.O.C([O-])(O)=O.[Na+], predict the reaction product. The product is: [CH2:1]([O:8][C:9]1[CH:14]=[C:13]([CH:12]=[CH:11][C:10]=1[N:17]1[CH2:18][C:19](=[O:30])[N:20]([CH2:24][CH2:25][Si:26]([CH3:29])([CH3:27])[CH3:28])[S:21]1(=[O:23])=[O:22])[CH:15]=[O:34])[C:2]1[CH:3]=[CH:4][CH:5]=[CH:6][CH:7]=1. (4) The product is: [CH3:25][C@@H:24]1[C:5](=[O:23])[NH:4][C:3]2[CH:2]=[C:6]([CH2:5][NH:4][CH2:3][C:2]([F:1])([F:20])[C:16]([F:17])([F:18])[F:19])[CH:15]=[CH:29][C:28]=2[O:27]1. Given the reactants [F:1][C:2]([F:20])([C:16]([F:19])([F:18])[F:17])[CH2:3][N:4]=[C:5]1NC2C=CC=CC=2O[CH:6]1[CH3:15].[BH4-].[Na+].[OH2:23].[C:24]([O:27][CH2:28][CH3:29])(=O)[CH3:25], predict the reaction product. (5) The product is: [CH3:8][N:4]1[C:3](=[O:9])[C:2]([NH:1][C:32]([N:18]2[CH2:17][CH2:16][CH:15]([O:14][C:13]3[CH:21]=[C:22]([C:24]([F:25])([F:27])[F:26])[CH:23]=[C:11]([F:10])[CH:12]=3)[CH2:20][CH2:19]2)=[O:33])=[CH:7][CH:6]=[N:5]1. Given the reactants [NH2:1][C:2]1[C:3](=[O:9])[N:4]([CH3:8])[N:5]=[CH:6][CH:7]=1.[F:10][C:11]1[CH:12]=[C:13]([CH:21]=[C:22]([C:24]([F:27])([F:26])[F:25])[CH:23]=1)[O:14][CH:15]1[CH2:20][CH2:19][NH:18][CH2:17][CH2:16]1.Cl.FC(F)(F)C1C=CC=C[C:32]=1[O:33]C1CCNCC1, predict the reaction product. (6) Given the reactants COC1C=CC(C[NH:8][C:9]2[CH:14]=[C:13]([N:15]3[CH:19]=[N:18][C:17]([NH:20][C:21]4[CH:26]=[CH:25][CH:24]=[CH:23][CH:22]=4)=[N:16]3)[CH:12]=[CH:11][N:10]=2)=CC=1.C(O)(=O)C, predict the reaction product. The product is: [C:21]1([NH:20][C:17]2[N:18]=[CH:19][N:15]([C:13]3[CH:12]=[CH:11][N:10]=[C:9]([NH2:8])[CH:14]=3)[N:16]=2)[CH:22]=[CH:23][CH:24]=[CH:25][CH:26]=1. (7) Given the reactants [Cl:1][C:2]1[CH:7]=[CH:6][CH:5]=[CH:4][C:3]=1[C:8]1[C:20](=[O:21])[N:19]([CH3:22])[C:11]2[N:12]=[C:13](S(C)=O)[N:14]=[CH:15][C:10]=2[CH:9]=1.[NH2:23][C:24]1[CH:25]=[C:26]([CH:36]=[CH:37][CH:38]=1)[CH2:27][NH:28][C:29](=[O:35])[O:30][C:31]([CH3:34])([CH3:33])[CH3:32], predict the reaction product. The product is: [Cl:1][C:2]1[CH:7]=[CH:6][CH:5]=[CH:4][C:3]=1[C:8]1[C:20](=[O:21])[N:19]([CH3:22])[C:11]2[N:12]=[C:13]([NH:23][C:24]3[CH:25]=[C:26]([CH:36]=[CH:37][CH:38]=3)[CH2:27][NH:28][C:29](=[O:35])[O:30][C:31]([CH3:34])([CH3:33])[CH3:32])[N:14]=[CH:15][C:10]=2[CH:9]=1. (8) Given the reactants [OH:1][CH2:2][CH2:3][N:4]1[CH2:9][CH2:8][NH:7][CH2:6][CH2:5]1.[C:10](O[C:10]([O:12][C:13]([CH3:16])([CH3:15])[CH3:14])=[O:11])([O:12][C:13]([CH3:16])([CH3:15])[CH3:14])=[O:11], predict the reaction product. The product is: [C:13]([O:12][C:10]([N:7]1[CH2:8][CH2:9][N:4]([CH2:3][CH2:2][OH:1])[CH2:5][CH2:6]1)=[O:11])([CH3:16])([CH3:15])[CH3:14].